This data is from Reaction yield outcomes from USPTO patents with 853,638 reactions. The task is: Predict the reaction yield, written as a fraction of the theoretical maximum amount of product (1.0 means a 100% yield; for example, 0.34 means a 34% yield). The reactants are [CH2:1]([NH:8][C:9]([NH:11][NH2:12])=[O:10])[C:2]1[CH:7]=[CH:6][CH:5]=[CH:4][CH:3]=1.[CH:13](N(C(C)C)CC)(C)C.[C:22]([O-:25])([O-])=[O:23].[K+].[K+].[C:28](OC(=O)CBr)([CH3:31])([CH3:30])[CH3:29]. The catalyst is C1(C)C=CC=CC=1.CN(C=O)C. The product is [C:28]([CH:31]([N:11]([C:9](=[O:10])[NH:8][CH2:1][C:2]1[CH:7]=[CH:6][CH:5]=[CH:4][CH:3]=1)[NH2:12])[C:22]([OH:25])=[O:23])([CH3:13])([CH3:30])[CH3:29]. The yield is 0.700.